Dataset: Full USPTO retrosynthesis dataset with 1.9M reactions from patents (1976-2016). Task: Predict the reactants needed to synthesize the given product. (1) Given the product [CH2:41]([C:38]1[CH:37]=[CH:36][C:35]([NH:34][C:33](=[O:43])[O:32][CH2:31][C@@H:21]2[CH2:20][C@@H:19]([NH2:18])[CH2:23][N:22]2[C:24](=[O:26])[NH:58][CH2:57][C:56]2[CH:61]=[CH:62][CH:63]=[CH:64][C:55]=2[Cl:54])=[CH:40][CH:39]=1)[CH3:42], predict the reactants needed to synthesize it. The reactants are: C1C2C(COC([NH:18][C@H:19]3[CH2:23][N:22]([C:24]([O:26]C(C)(C)C)=O)[C@H:21]([CH2:31][O:32][C:33](=[O:43])[NH:34][C:35]4[CH:40]=[CH:39][C:38]([CH2:41][CH3:42])=[CH:37][CH:36]=4)[CH2:20]3)=O)C3C(=CC=CC=3)C=2C=CC=1.Cl.CCN(C(C)C)C(C)C.[Cl:54][C:55]1[CH:64]=[CH:63][CH:62]=[CH:61][C:56]=1[CH2:57][N:58]=C=O. (2) Given the product [O:9]1[C:8]2[CH:10]=[CH:11][CH:12]=[CH:13][C:7]=2[O:6][CH:5]=[C:4]1[CH2:3][CH2:2][N:18]1[C:14](=[O:24])[C:15]2[C:16](=[CH:20][CH:21]=[CH:22][CH:23]=2)[C:17]1=[O:19], predict the reactants needed to synthesize it. The reactants are: I[CH2:2][CH2:3][C:4]1[O:9][C:8]2[CH:10]=[CH:11][CH:12]=[CH:13][C:7]=2[O:6][CH:5]=1.[C:14]1(=[O:24])[NH:18][C:17](=[O:19])[C:16]2=[CH:20][CH:21]=[CH:22][CH:23]=[C:15]12.[K].